Dataset: Full USPTO retrosynthesis dataset with 1.9M reactions from patents (1976-2016). Task: Predict the reactants needed to synthesize the given product. (1) Given the product [CH2:16]([O:15][C:9]1[CH:10]=[CH:11][C:12]([OH:14])=[CH:13][C:8]=1[Br:7])[C:17]1[CH:22]=[CH:21][CH:20]=[CH:19][CH:18]=1, predict the reactants needed to synthesize it. The reactants are: C([O-])([O-])=O.[K+].[K+].[Br:7][C:8]1[CH:13]=[C:12]([OH:14])[CH:11]=[CH:10][C:9]=1[OH:15].[CH2:16](Br)[C:17]1[CH:22]=[CH:21][CH:20]=[CH:19][CH:18]=1.[Cl-].[NH4+]. (2) Given the product [Cl:19][C:9]1[CH:10]=[C:11]([C:15]([F:17])([F:18])[F:16])[CH:12]=[C:13]([Cl:14])[C:8]=1[C:6]1[CH:5]=[CH:4][C:3]([CH3:20])=[C:2]([S:1][CH:21]([CH3:22])[CH3:26])[CH:7]=1, predict the reactants needed to synthesize it. The reactants are: [S:1]([C:21]1[CH:26]=C(C2C(Cl)=CC(C(F)(F)F)=CC=2Cl)C=C[C:22]=1C)[C:2]1[CH:7]=[C:6]([C:8]2[C:13]([Cl:14])=[CH:12][C:11]([C:15]([F:18])([F:17])[F:16])=[CH:10][C:9]=2[Cl:19])[CH:5]=[CH:4][C:3]=1[CH3:20].C(S([O-])=O)O.[Na+].C(I)(C)C.O. (3) Given the product [ClH:29].[N:18]1[C:13]([CH:6]2[C:5]3[C:9](=[CH:10][CH:11]=[C:3]([C:1]#[N:2])[CH:4]=3)[NH:8][C:7]2=[O:12])=[CH:14][CH:15]=[C:16]2[CH2:21][NH:20][CH2:19][C:17]=12, predict the reactants needed to synthesize it. The reactants are: [C:1]([C:3]1[CH:4]=[C:5]2[C:9](=[CH:10][CH:11]=1)[NH:8][C:7](=[O:12])[CH:6]2[C:13]1[N:18]=[C:17]2[CH2:19][N:20](C(OC(C)(C)C)=O)[CH2:21][C:16]2=[CH:15][CH:14]=1)#[N:2].[ClH:29]. (4) Given the product [C@H:22]1([NH:31][C:32]2[CH:41]=[CH:40][C:39]3[C:34](=[CH:35][CH:36]=[C:37]([NH:42][C:1]([N:19]4[CH2:20][CH2:21][N:16]([CH:14]([CH3:15])[CH3:13])[CH2:17][CH2:18]4)=[O:12])[CH:38]=3)[N:33]=2)[C:30]2[C:25](=[CH:26][CH:27]=[CH:28][CH:29]=2)[CH2:24][CH2:23]1, predict the reactants needed to synthesize it. The reactants are: [C:1](=[O:12])(OC(Cl)(Cl)Cl)OC(Cl)(Cl)Cl.[CH3:13][CH:14]([N:16]1[CH2:21][CH2:20][NH:19][CH2:18][CH2:17]1)[CH3:15].[C@H:22]1([NH:31][C:32]2[CH:41]=[CH:40][C:39]3[C:34](=[CH:35][CH:36]=[C:37]([NH2:42])[CH:38]=3)[N:33]=2)[C:30]2[C:25](=[CH:26][CH:27]=[CH:28][CH:29]=2)[CH2:24][CH2:23]1. (5) Given the product [Br:1][C:2]1[CH:3]=[CH:4][C:5]([C:8]([N:51]2[CH2:52][CH2:53][C:48]3([CH2:47][C@@H:46]([O:58][CH:59]([CH3:60])[CH3:61])[C:45]4[C:55](=[CH:56][CH:57]=[C:43]([F:42])[CH:44]=4)[O:54]3)[CH2:49][CH2:50]2)=[O:10])=[N:6][CH:7]=1, predict the reactants needed to synthesize it. The reactants are: [Br:1][C:2]1[CH:3]=[CH:4][C:5]([C:8]([OH:10])=O)=[N:6][CH:7]=1.CN(C(ON1N=NC2C=CC=NC1=2)=[N+](C)C)C.F[P-](F)(F)(F)(F)F.C(N(CC)CC)C.[F:42][C:43]1[CH:44]=[C:45]2[C:55](=[CH:56][CH:57]=1)[O:54][C:48]1([CH2:53][CH2:52][NH:51][CH2:50][CH2:49]1)[CH2:47][C@H:46]2[O:58][CH:59]([CH3:61])[CH3:60]. (6) Given the product [CH3:21][C:22]([CH3:26])([CH3:25])[C:23]#[C:24][C:7]1[CH:8]=[CH:9][C:4]([C:3]([OH:2])=[O:11])=[CH:5][N:6]=1, predict the reactants needed to synthesize it. The reactants are: C[O:2][C:3](=[O:11])[C:4]1[CH:9]=[CH:8][C:7](Cl)=[N:6][CH:5]=1.C(N(CC)C(C)C)(C)C.[CH3:21][C:22]([CH3:26])([CH3:25])[C:23]#[CH:24]. (7) Given the product [Br:1][C:2]1[C:3]([F:12])=[CH:4][C:5]([N+:9]([O-:11])=[O:10])=[C:6]([CH:7]=1)[NH:22][CH2:21][C:19]1[CH:20]=[C:15]([Cl:14])[CH:16]=[CH:17][C:18]=1[O:23][CH:24]([F:26])[F:25], predict the reactants needed to synthesize it. The reactants are: [Br:1][C:2]1[CH:7]=[C:6](F)[C:5]([N+:9]([O-:11])=[O:10])=[CH:4][C:3]=1[F:12].Cl.[Cl:14][C:15]1[CH:16]=[CH:17][C:18]([O:23][CH:24]([F:26])[F:25])=[C:19]([CH2:21][NH2:22])[CH:20]=1.C(N(CC)CC)C.